Dataset: Full USPTO retrosynthesis dataset with 1.9M reactions from patents (1976-2016). Task: Predict the reactants needed to synthesize the given product. Given the product [CH3:1][C:2]1[N:7]=[C:6]([CH:8]2[CH2:9][CH2:10]2)[C:5]([C:11]([OH:13])=[O:12])=[CH:4][N:3]=1, predict the reactants needed to synthesize it. The reactants are: [CH3:1][C:2]1[N:7]=[C:6]([CH:8]2[CH2:10][CH2:9]2)[C:5]([C:11]([O:13]C)=[O:12])=[CH:4][N:3]=1.C1(C2C(C(O)=O)=CN=C(N3CCOCC3)N=2)CC1.